From a dataset of Antibody paratope prediction from SAbDab with 1,023 antibody chains. Token-level Classification. Given an antibody amino acid sequence, predict which amino acid positions are active in antigen binding. Output is a list of indices for active paratope positions. (1) Given the antibody sequence: EVQLQQSGPELVKPGASMKISCKASGYSFTGYTMNWVKQSHGKNLEWIGLINPYNSGTNYNQKFKDKATLIVDKSSNTAYMELLSLTSEDSAVYYCARSDYYDSTHYFDYWGQGTTLTVSS, which amino acid positions are active in antigen binding (paratope)? The paratope positions are: [52, 83, 84, 85, 104, 105, 106, 107]. (2) Given the antibody sequence: QVQLVQSGGGLVKPGGSLTPSCVTSGFTFSNTWMSWVRQTPGKGLEWVARISRVGDGPIIDYAAPVKGRFIISRDDSRNTLFLHMNNLKTEDTAVYYCTADEGAPILRFFEWGYYNYYMDVWGKGTTVIVSS, which amino acid positions are active in antigen binding (paratope)? The paratope positions are: [52, 53, 54, 85, 86, 87, 106, 107, 108, 109, 110, 111, 112, 113, 114, 115, 116, 117, 118]. (3) Given the antibody sequence: QVQLQESGGGLVQPGGSLRLSCAASGFTFSSYSMSWVRQAPGKGLEWVAVISYDGSNKYYADSVKGRFTISRDNSKNTLYLQMNSLRAEDTAVYYCARDRYFDLWGRGTLVTVSS, which amino acid positions are active in antigen binding (paratope)? The paratope positions are: [52, 83, 84, 85]. (4) Given the antibody sequence: VQLQESGPGLVKPSETLSLTCTVSGGPINNAYWTWIRQPPGKGLEYLGYVYHTGVTNYNPSLKSRLTITIDTSRKQLSLSLKFVTAADSAVYYCAREWAEDGDFGNAFHVWGQGTMVAVSS, which amino acid positions are active in antigen binding (paratope)? The paratope positions are: [51, 52, 81, 82, 83, 102, 103, 104, 105, 106, 107]. (5) Given the antibody sequence: QVQLVESGGGVVQPGRSLRLSCAASGFTFSSYGMHWVRQAPGKGLEWVAVIWYDGSNKYYADSVKGRFTISRDNSKNTLYLQMNSLRAEDTAVYYCARDPRGATLYYYYYGMDVWGQGTTVTVSS, which amino acid positions are active in antigen binding (paratope)? The paratope positions are: [52, 83, 84, 85, 104, 105, 106, 107, 108, 109, 110, 111]. (6) The paratope positions are: [30, 31, 53, 83, 84, 85, 104, 105, 106, 107, 108, 109, 110]. Given the antibody sequence: VTLKESGPGLLKPSQTLSLTCSFSGFSIRTSKVGVSWIRQPSGKGLEWLAHIYWDDDKRYNPSLESRLTISKDTSRDMVFMKITSVDTADTATYYCARRGFYGRKYEVNHFDYWGQGTTLTVSS, which amino acid positions are active in antigen binding (paratope)?